This data is from Experimentally validated miRNA-target interactions with 360,000+ pairs, plus equal number of negative samples. The task is: Binary Classification. Given a miRNA mature sequence and a target amino acid sequence, predict their likelihood of interaction. (1) The miRNA is hsa-miR-4695-5p with sequence CAGGAGGCAGUGGGCGAGCAGG. The protein sequence of the target gene is MASKKFAVKCGNFAVLVDLHILPQGSNKDTSWFSEQKKEEVCLLLKETIDSRVQEYLEVRKQHRPSNAEFTRSNPLSLKGYGFQITAYFLKRGIRLRCIRSTQNAELCVFPDRFVVCVSQLAFSRDLLASQNEDLTERVLHGVSDYFAECAESSLPPSAKLRRNALKEIVKRTETKSSVTSKSQTRRDTVETSSDSVIAEIARRRNDGQASSSPPSESMGQAKDSIKAAESHWGLPVQKLEKVNQTQPEDTSGQQKPHPGERLKTGLLSRSPVCSCESASPCPKQSPRVAKTQQKRRNCS.... Result: 1 (interaction). (2) The miRNA is hsa-miR-621 with sequence GGCUAGCAACAGCGCUUACCU. The protein sequence of the target gene is MAEAPASPAPLSPLEVELDPEFEPQSRPRSCTWPLQRPELQASPAKPSGETAADSMIPEEEDDEDDEDGGGRAGSAMAIGGGGGSGTLGSGLLLEDSARVLAPGGQDPGSGPATAAGGLSGGTQALLQPQQPLPPPQPGAAGGSGQPRKCSSRRNAWGNLSYADLITRAIESSPDKRLTLSQIYEWMVRCVPYFKDKGDSNSSAGWKNSIRHNLSLHSRFMRVQNEGTGKSSWWIINPDGGKSGKAPRRRAVSMDNSNKYTKSRGRAAKKKAALQTAPESADDSPSQLSKWPGSPTSRSS.... Result: 1 (interaction).